From a dataset of Full USPTO retrosynthesis dataset with 1.9M reactions from patents (1976-2016). Predict the reactants needed to synthesize the given product. Given the product [Br:1][C:2]1[CH:3]=[CH:4][C:5]([CH3:22])=[C:6]([N:8]2[CH2:13][CH2:12][NH:11][CH2:10][C:9]2=[O:21])[CH:7]=1, predict the reactants needed to synthesize it. The reactants are: [Br:1][C:2]1[CH:3]=[CH:4][C:5]([CH3:22])=[C:6]([N:8]2[CH2:13][CH2:12][N:11](C(OC(C)(C)C)=O)[CH2:10][C:9]2=[O:21])[CH:7]=1.FC(F)(F)C(O)=O.